Dataset: Reaction yield outcomes from USPTO patents with 853,638 reactions. Task: Predict the reaction yield, written as a fraction of the theoretical maximum amount of product (1.0 means a 100% yield; for example, 0.34 means a 34% yield). (1) The reactants are C([N:3]([CH2:6]C)CC)C.[CH2:8]([O:15][C:16]([NH:18][C:19]1[CH:34]=[CH:33][C:22]([O:23][C:24]2[CH:29]=[CH:28][N:27]=[C:26](C(O)=O)[CH:25]=2)=[CH:21][C:20]=1[F:35])=[O:17])[C:9]1[CH:14]=[CH:13][CH:12]=[CH:11][CH:10]=1.C1(P(N=[N+]=[N-])(C2C=CC=CC=2)=[O:43])C=CC=CC=1.C(OCC)(=O)C.[C:59]([OH:63])([CH3:62])([CH3:61])[CH3:60]. No catalyst specified. The product is [C:59]([O:63][C:6](=[O:43])[NH:3][C:26]1[CH:25]=[C:24]([O:23][C:22]2[CH:33]=[CH:34][C:19]([NH:18][C:16]([O:15][CH2:8][C:9]3[CH:14]=[CH:13][CH:12]=[CH:11][CH:10]=3)=[O:17])=[C:20]([F:35])[CH:21]=2)[CH:29]=[CH:28][N:27]=1)([CH3:62])([CH3:61])[CH3:60]. The yield is 0.655. (2) The reactants are [Cl:1][C:2]1[C:7]([F:8])=[CH:6][CH:5]=[C:4]([F:9])[C:3]=1[CH:10]([N:12]1[CH2:17][CH2:16][NH:15][C:14]2[N:18]=[CH:19][C:20](I)=[CH:21][C:13]1=2)[CH3:11].[CH3:23][N:24]1[CH2:29][CH2:28][N:27]([C:30]2[CH:35]=[CH:34][C:33](B3OC(C)(C)C(C)(C)O3)=[CH:32][N:31]=2)[CH2:26][CH2:25]1. No catalyst specified. The product is [Cl:1][C:2]1[C:7]([F:8])=[CH:6][CH:5]=[C:4]([F:9])[C:3]=1[CH:10]([N:12]1[CH2:17][CH2:16][NH:15][C:14]2[N:18]=[CH:19][C:20]([C:33]3[CH:32]=[N:31][C:30]([N:27]4[CH2:26][CH2:25][N:24]([CH3:23])[CH2:29][CH2:28]4)=[CH:35][CH:34]=3)=[CH:21][C:13]1=2)[CH3:11]. The yield is 0.150. (3) The reactants are [C:1](N1C=CN=C1)(N1C=CN=C1)=[O:2].[N:13]1[CH:18]=[CH:17][CH:16]=[C:15]([CH2:19][OH:20])[CH:14]=1.[NH2:21][C:22]1[S:23][CH:24]=[C:25]([CH2:27][C:28]([O:30][CH3:31])=[O:29])[N:26]=1.C1CCN2C(=NCCC2)CC1.C(N(CC)CC)C. The product is [CH3:31][O:30][C:28](=[O:29])[CH2:27][C:25]1[N:26]=[C:22]([NH:21][C:1]([O:20][CH2:19][C:15]2[CH:14]=[N:13][CH:18]=[CH:17][CH:16]=2)=[O:2])[S:23][CH:24]=1. The catalyst is C1COCC1. The yield is 0.230. (4) The reactants are Cl[C:2]1[C:7]([CH3:8])=[C:6]([Cl:9])[N:5]=[CH:4][C:3]=1[C:10]([N:12]1[CH2:17][CH2:16][CH:15]([C:18]2[CH:23]=[CH:22][C:21]([F:24])=[CH:20][CH:19]=2)[CH2:14][CH2:13]1)=[O:11].[F:25][C:26]1[CH:32]=[C:31]([CH3:33])[CH:30]=[CH:29][C:27]=1[NH2:28]. No catalyst specified. The product is [Cl:9][C:6]1[N:5]=[CH:4][C:3]([C:10]([N:12]2[CH2:17][CH2:16][CH:15]([C:18]3[CH:23]=[CH:22][C:21]([F:24])=[CH:20][CH:19]=3)[CH2:14][CH2:13]2)=[O:11])=[C:2]([NH:28][C:27]2[CH:29]=[CH:30][C:31]([CH3:33])=[CH:32][C:26]=2[F:25])[C:7]=1[CH3:8]. The yield is 0.890. (5) The reactants are O[CH:2]([C:4]1[CH:5]=[C:6]([NH:10][C:11](=[O:17])[O:12][C:13]([CH3:16])([CH3:15])[CH3:14])[CH:7]=[CH:8][CH:9]=1)[CH3:3].[Br:18]P(Br)Br. The catalyst is C(Cl)Cl.C1COCC1. The product is [Br:18][CH:2]([C:4]1[CH:5]=[C:6]([NH:10][C:11](=[O:17])[O:12][C:13]([CH3:16])([CH3:15])[CH3:14])[CH:7]=[CH:8][CH:9]=1)[CH3:3]. The yield is 0.780. (6) The reactants are [CH3:1][Si](C=[N+]=[N-])(C)C.[Br:8][C:9]1[C:10]([C:19]([OH:21])=[O:20])=[N:11][C:12]([C:15]([CH3:18])([CH3:17])[CH3:16])=[N:13][CH:14]=1. The catalyst is C1C=CC=CC=1.CO. The product is [CH3:1][O:20][C:19]([C:10]1[C:9]([Br:8])=[CH:14][N:13]=[C:12]([C:15]([CH3:16])([CH3:17])[CH3:18])[N:11]=1)=[O:21]. The yield is 0.810. (7) The reactants are Cl[C:2]1[N:7]=[CH:6][C:5]([C:8]([C:10]2[C:18]3[C:13](=[N:14][CH:15]=[CH:16][CH:17]=3)[NH:12][CH:11]=2)=[O:9])=[CH:4][CH:3]=1.[F:19][C:20]([F:30])([F:29])[C:21]1[CH:28]=[CH:27][C:24]([CH2:25][NH2:26])=[CH:23][CH:22]=1.O1CCCC1.C(P(C(C)(C)C)C1C=CC=CC=1C1C=CC=CC=1)(C)(C)C. The catalyst is C([O-])(=O)C.[Pd+2].C([O-])(=O)C.O. The product is [NH:12]1[C:13]2=[N:14][CH:15]=[CH:16][CH:17]=[C:18]2[C:10]([C:8]([C:5]2[CH:6]=[N:7][C:2]([NH:26][CH2:25][C:24]3[CH:23]=[CH:22][C:21]([C:20]([F:19])([F:29])[F:30])=[CH:28][CH:27]=3)=[CH:3][CH:4]=2)=[O:9])=[CH:11]1. The yield is 0.185. (8) The reactants are [Br:1][C:2]1[C:7]([O:8]C)=[CH:6][CH:5]=[CH:4][C:3]=1[C:10](=[O:12])[CH3:11].BrP(Br)Br.CO. The catalyst is C(Cl)Cl. The product is [Br:1][C:2]1[C:7]([OH:8])=[CH:6][CH:5]=[CH:4][C:3]=1[C:10](=[O:12])[CH3:11]. The yield is 0.470.